Dataset: Forward reaction prediction with 1.9M reactions from USPTO patents (1976-2016). Task: Predict the product of the given reaction. (1) Given the reactants [CH2:1]([O:9][C:10]1[CH:15]=[CH:14][C:13]([CH:16]2[O:21][CH2:20][CH2:19][NH:18][CH2:17]2)=[CH:12][CH:11]=1)[CH2:2][CH2:3][CH2:4][CH2:5][CH2:6][CH2:7][CH3:8].[N:22]1([CH2:31]O)[C:26]2[CH:27]=[CH:28][CH:29]=[CH:30][C:25]=2[N:24]=[N:23]1, predict the reaction product. The product is: [CH2:1]([O:9][C:10]1[CH:11]=[CH:12][C:13]([CH:16]2[O:21][CH2:20][CH2:19][N:18]([CH2:31][N:22]3[C:26]4[CH:27]=[CH:28][CH:29]=[CH:30][C:25]=4[N:24]=[N:23]3)[CH2:17]2)=[CH:14][CH:15]=1)[CH2:2][CH2:3][CH2:4][CH2:5][CH2:6][CH2:7][CH3:8]. (2) Given the reactants [H-].[Al+3].[Li+].[H-].[H-].[H-].[Cl:7][C:8]1[CH:13]=[C:12]([Cl:14])[CH:11]=[CH:10][C:9]=1[NH:15][C:16]1[N:20]([CH2:21][CH:22]([OH:28])[CH2:23][C:24](OC)=[O:25])[C:19]2[C:29]([N:33]([CH2:36][CH3:37])[CH2:34][CH3:35])=[CH:30][CH:31]=[CH:32][C:18]=2[N:17]=1.O.O.O.O.O.O.O.O.O.O.S([O-])([O-])(=O)=O.[Na+].[Na+], predict the reaction product. The product is: [Cl:7][C:8]1[CH:13]=[C:12]([Cl:14])[CH:11]=[CH:10][C:9]=1[NH:15][C:16]1[N:20]([CH2:21][CH:22]([OH:28])[CH2:23][CH2:24][OH:25])[C:19]2[C:29]([N:33]([CH2:36][CH3:37])[CH2:34][CH3:35])=[CH:30][CH:31]=[CH:32][C:18]=2[N:17]=1. (3) Given the reactants Br[C:2]1[CH:7]=[CH:6][CH:5]=[CH:4][C:3]=1[CH:8]([O:13][C:14]([CH3:17])([CH3:16])[CH3:15])[C:9]([O:11][CH3:12])=[O:10].C(=O)([O-])[O-].[Na+].[Na+].O.[C:25]1(B(O)O)[CH:30]=[CH:29][CH:28]=[CH:27][CH:26]=1, predict the reaction product. The product is: [C:14]([O:13][CH:8]([C:3]1[CH:4]=[CH:5][CH:6]=[CH:7][C:2]=1[C:25]1[CH:30]=[CH:29][CH:28]=[CH:27][CH:26]=1)[C:9]([O:11][CH3:12])=[O:10])([CH3:17])([CH3:16])[CH3:15]. (4) Given the reactants Cl[C:2]1[N:3]=[N:4][C:5]([O:8][CH2:9][C:10]2[C:11]([C:16]3[CH:21]=[CH:20][CH:19]=[C:18]([F:22])[CH:17]=3)=[N:12][O:13][C:14]=2[CH3:15])=[CH:6][CH:7]=1.[C:23](=[O:26])([O-])[O-:24].[Na+].[Na+].[CH2:29](O)[CH3:30], predict the reaction product. The product is: [CH2:29]([O:24][C:23]([C:2]1[N:3]=[N:4][C:5]([O:8][CH2:9][C:10]2[C:11]([C:16]3[CH:21]=[CH:20][CH:19]=[C:18]([F:22])[CH:17]=3)=[N:12][O:13][C:14]=2[CH3:15])=[CH:6][CH:7]=1)=[O:26])[CH3:30]. (5) Given the reactants Cl.[C:2]([C:6]1[CH:26]=[CH:25][C:9]([CH2:10][NH:11][CH2:12][CH2:13][C:14]2[CH:19]=[C:18]([C:20]([F:23])([F:22])[F:21])[CH:17]=[C:16]([F:24])[CH:15]=2)=[CH:8][CH:7]=1)([CH3:5])([CH3:4])[CH3:3].CCN(CC)CC.CCN=C=NCCCN(C)C.C1C=CC2N(O)N=NC=2C=1.[Cl:55][C:56]1[C:57]([F:69])=[C:58]([CH:62]=[C:63]([C:65]([F:68])([F:67])[F:66])[CH:64]=1)[C:59](O)=[O:60], predict the reaction product. The product is: [C:2]([C:6]1[CH:7]=[CH:8][C:9]([CH2:10][N:11]([CH2:12][CH2:13][C:14]2[CH:19]=[C:18]([C:20]([F:23])([F:21])[F:22])[CH:17]=[C:16]([F:24])[CH:15]=2)[C:59](=[O:60])[C:58]2[CH:62]=[C:63]([C:65]([F:66])([F:67])[F:68])[CH:64]=[C:56]([Cl:55])[C:57]=2[F:69])=[CH:25][CH:26]=1)([CH3:5])([CH3:3])[CH3:4].